From a dataset of NCI-60 drug combinations with 297,098 pairs across 59 cell lines. Regression. Given two drug SMILES strings and cell line genomic features, predict the synergy score measuring deviation from expected non-interaction effect. Drug 1: CNC(=O)C1=CC=CC=C1SC2=CC3=C(C=C2)C(=NN3)C=CC4=CC=CC=N4. Drug 2: C1=NC(=NC(=O)N1C2C(C(C(O2)CO)O)O)N. Cell line: T-47D. Synergy scores: CSS=-1.78, Synergy_ZIP=1.81, Synergy_Bliss=0.533, Synergy_Loewe=-2.59, Synergy_HSA=-1.89.